Predict the reactants needed to synthesize the given product. From a dataset of Full USPTO retrosynthesis dataset with 1.9M reactions from patents (1976-2016). Given the product [CH3:11][C:8]1[N:5]2[CH:6]=[N:7][C:2]([C:23]3[CH:24]=[CH:25][C:20]([CH:18]=[O:19])=[CH:21][CH:22]=3)=[C:3]([C:12]3[CH:17]=[CH:16][CH:15]=[CH:14][CH:13]=3)[C:4]2=[N:10][N:9]=1, predict the reactants needed to synthesize it. The reactants are: Br[C:2]1[N:7]=[CH:6][N:5]2[C:8]([CH3:11])=[N:9][N:10]=[C:4]2[C:3]=1[C:12]1[CH:17]=[CH:16][CH:15]=[CH:14][CH:13]=1.[CH:18]([C:20]1[CH:25]=[CH:24][C:23](B(O)O)=[CH:22][CH:21]=1)=[O:19].C([O-])([O-])=O.[Cs+].[Cs+].